From a dataset of NCI-60 drug combinations with 297,098 pairs across 59 cell lines. Regression. Given two drug SMILES strings and cell line genomic features, predict the synergy score measuring deviation from expected non-interaction effect. Drug 1: C1CN1C2=NC(=NC(=N2)N3CC3)N4CC4. Drug 2: B(C(CC(C)C)NC(=O)C(CC1=CC=CC=C1)NC(=O)C2=NC=CN=C2)(O)O. Cell line: HCC-2998. Synergy scores: CSS=66.1, Synergy_ZIP=1.57, Synergy_Bliss=1.42, Synergy_Loewe=-1.83, Synergy_HSA=-0.830.